Dataset: Forward reaction prediction with 1.9M reactions from USPTO patents (1976-2016). Task: Predict the product of the given reaction. (1) Given the reactants [O-:1][CH2:2][CH3:3].[Na+].Br[C:6]1[CH:11]=[CH:10][C:9]([Br:12])=[CH:8][N:7]=1.C(=O)(O)[O-].[Na+], predict the reaction product. The product is: [Br:12][C:9]1[CH:10]=[CH:11][C:6]([O:1][CH2:2][CH3:3])=[N:7][CH:8]=1. (2) Given the reactants C1(P(C2C=CC=CC=2)C2C=CC=CC=2)C=CC=CC=1.CC(OC(/N=N/C(OC(C)C)=O)=O)C.[C:34]([N:41]1[CH2:46][CH2:45][CH:44](O)[CH2:43][CH2:42]1)([O:36][C:37]([CH3:40])([CH3:39])[CH3:38])=[O:35].[Cl:48][C:49]1[N:54]=[CH:53][N:52]=[C:51]2[NH:55][N:56]=[CH:57][C:50]=12, predict the reaction product. The product is: [C:37]([O:36][C:34]([N:41]1[CH2:46][CH2:45][CH:44]([N:55]2[C:51]3=[N:52][CH:53]=[N:54][C:49]([Cl:48])=[C:50]3[CH:57]=[N:56]2)[CH2:43][CH2:42]1)=[O:35])([CH3:40])([CH3:39])[CH3:38]. (3) Given the reactants [CH:1]([C:4]1[CH:12]=[CH:11][C:10]2[NH:9][C:8]3[CH2:13][CH2:14][N:15]([CH3:17])[CH2:16][C:7]=3[C:6]=2[CH:5]=1)([CH3:3])[CH3:2].[F:18][C:19]([F:30])([F:29])[C:20]1[C:25]([CH:26]=[CH2:27])=[CH:24][N:23]=[C:22]([CH3:28])[CH:21]=1.[OH-].[K+], predict the reaction product. The product is: [F:30][C:19]([F:18])([F:29])[C:20]1[CH:21]=[C:22]([CH3:28])[N:23]=[CH:24][C:25]=1[CH2:26][CH2:27][N:9]1[C:10]2[CH:11]=[CH:12][C:4]([CH:1]([CH3:3])[CH3:2])=[CH:5][C:6]=2[C:7]2[CH2:16][N:15]([CH3:17])[CH2:14][CH2:13][C:8]1=2. (4) Given the reactants [OH:1][CH2:2][C:3]([NH:5][CH3:6])=[O:4].C(N(C(C)C)CC)(C)C.Cl[C:17]([O:19][C:20]1[CH:25]=[CH:24][C:23]([N+:26]([O-:28])=[O:27])=[CH:22][CH:21]=1)=[O:18], predict the reaction product. The product is: [C:17](=[O:18])([O:1][CH2:2][C:3]([NH:5][CH3:6])=[O:4])[O:19][C:20]1[CH:21]=[CH:22][C:23]([N+:26]([O-:28])=[O:27])=[CH:24][CH:25]=1. (5) Given the reactants [C:1]1([C:7]2[CH:8]=[C:9]([C:22]([NH2:24])=[O:23])[C:10]3[CH:11]=[N:12][N:13]([CH:16]4[CH2:21][CH2:20][CH2:19][NH:18][CH2:17]4)[C:14]=3[CH:15]=2)[CH:6]=[CH:5][CH:4]=[CH:3][CH:2]=1.C(N(CC)CC)C.[CH3:32][N:33]1[CH:37]=[C:36]([S:38](Cl)(=[O:40])=[O:39])[N:35]=[CH:34]1, predict the reaction product. The product is: [CH3:32][N:33]1[CH:37]=[C:36]([S:38]([N:18]2[CH2:19][CH2:20][CH2:21][CH:16]([N:13]3[C:14]4[CH:15]=[C:7]([C:1]5[CH:2]=[CH:3][CH:4]=[CH:5][CH:6]=5)[CH:8]=[C:9]([C:22]([NH2:24])=[O:23])[C:10]=4[CH:11]=[N:12]3)[CH2:17]2)(=[O:40])=[O:39])[N:35]=[CH:34]1. (6) Given the reactants [Br:1][C:2]1[CH:7]=[CH:6][C:5]([N:8]2[C:12]([NH:13][S:14]([CH:17]([CH3:19])[CH3:18])(=[O:16])=[O:15])=[C:11](C(O)=O)[CH:10]=[N:9]2)=[CH:4][CH:3]=1.CCOC(C)=O.CCCCCC, predict the reaction product. The product is: [Br:1][C:2]1[CH:3]=[CH:4][C:5]([N:8]2[C:12]([NH:13][S:14]([CH:17]([CH3:19])[CH3:18])(=[O:16])=[O:15])=[CH:11][CH:10]=[N:9]2)=[CH:6][CH:7]=1. (7) Given the reactants [Br:1][C:2]1[CH:10]=[CH:9][C:5]([C:6]([OH:8])=O)=[C:4]([S:11]([CH3:14])(=[O:13])=[O:12])[CH:3]=1.Cl.[CH:16]1([C:19]2[CH:20]=[C:21]([CH3:31])[C:22]([N:25]3[CH2:30][CH2:29][NH:28][CH2:27][CH2:26]3)=[N:23][CH:24]=2)[CH2:18][CH2:17]1, predict the reaction product. The product is: [Br:1][C:2]1[CH:10]=[CH:9][C:5]([C:6]([N:28]2[CH2:29][CH2:30][N:25]([C:22]3[C:21]([CH3:31])=[CH:20][C:19]([CH:16]4[CH2:17][CH2:18]4)=[CH:24][N:23]=3)[CH2:26][CH2:27]2)=[O:8])=[C:4]([S:11]([CH3:14])(=[O:13])=[O:12])[CH:3]=1. (8) Given the reactants [Cl:1][C:2]1[CH:3]=[C:4]([C:9]2([C:26]([F:29])([F:28])[F:27])[O:13][N:12]=[C:11]([C:14]3[C:22]4[N:18]([CH:19]=[CH:20][CH:21]=4)[C:17]([C:23]([OH:25])=O)=[CH:16][CH:15]=3)[CH2:10]2)[CH:5]=[C:6]([Cl:8])[CH:7]=1.[NH2:30][CH2:31][C:32]1[CH:33]=[CH:34][C:35]2[CH2:39][O:38][B:37]([OH:40])[C:36]=2[CH:41]=1, predict the reaction product. The product is: [Cl:1][C:2]1[CH:3]=[C:4]([C:9]2([C:26]([F:28])([F:29])[F:27])[O:13][N:12]=[C:11]([C:14]3[C:22]4[N:18]([CH:19]=[CH:20][CH:21]=4)[C:17]([C:23]([NH:30][CH2:31][C:32]4[CH:33]=[CH:34][C:35]5[CH2:39][O:38][B:37]([OH:40])[C:36]=5[CH:41]=4)=[O:25])=[CH:16][CH:15]=3)[CH2:10]2)[CH:5]=[C:6]([Cl:8])[CH:7]=1. (9) The product is: [CH3:20][O:19][C:8]1[CH:9]=[C:10]([C:15]([F:17])([F:18])[F:16])[CH:11]=[C:12]([S:13][CH3:14])[C:7]=1[C:6]([NH:5][CH:3]1[CH2:4][CH:2]1[N:1]1[CH2:26][CH2:25][CH2:24][CH2:23]1)=[O:21]. Given the reactants [NH2:1][CH:2]1[CH2:4][CH:3]1[NH:5][C:6](=[O:21])[C:7]1[C:12]([S:13][CH3:14])=[CH:11][C:10]([C:15]([F:18])([F:17])[F:16])=[CH:9][C:8]=1[O:19][CH3:20].Br[CH2:23][CH2:24][CH2:25][CH2:26]Br, predict the reaction product.